Predict the reaction yield, written as a fraction of the theoretical maximum amount of product (1.0 means a 100% yield; for example, 0.34 means a 34% yield). From a dataset of Reaction yield outcomes from USPTO patents with 853,638 reactions. (1) The reactants are Cl[C:2]1[N:7]=[N:6][C:5]([O:8][C:9]2[CH:14]=[CH:13][CH:12]=[CH:11][C:10]=2[CH3:15])=[C:4]([O:16][CH3:17])[CH:3]=1.[CH2:18]([Sn](CCCC)(CCCC)C=C)[CH2:19]CC.C(OCC)(=O)C.[F-].[Na+]. The yield is 0.886. The catalyst is C1(C)C=CC=CC=1.C1C=CC([P]([Pd]([P](C2C=CC=CC=2)(C2C=CC=CC=2)C2C=CC=CC=2)([P](C2C=CC=CC=2)(C2C=CC=CC=2)C2C=CC=CC=2)[P](C2C=CC=CC=2)(C2C=CC=CC=2)C2C=CC=CC=2)(C2C=CC=CC=2)C2C=CC=CC=2)=CC=1.O. The product is [CH3:17][O:16][C:4]1[CH:3]=[C:2]([CH:18]=[CH2:19])[N:7]=[N:6][C:5]=1[O:8][C:9]1[CH:14]=[CH:13][CH:12]=[CH:11][C:10]=1[CH3:15]. (2) The reactants are [F:1][C:2]1[CH:26]=[CH:25][C:5]([CH2:6][O:7][C:8]2[N:9]=[N:10][CH:11]=[C:12]3[C:16]([CH2:17][OH:18])=[C:15]([CH3:19])[N:14]([CH2:20][C@H:21]4[CH2:23][C@@H:22]4[CH3:24])[C:13]=23)=[CH:4][CH:3]=1. The catalyst is C(Cl)Cl.[O-2].[O-2].[Mn+4]. The product is [F:1][C:2]1[CH:3]=[CH:4][C:5]([CH2:6][O:7][C:8]2[N:9]=[N:10][CH:11]=[C:12]3[C:16]([CH:17]=[O:18])=[C:15]([CH3:19])[N:14]([CH2:20][C@H:21]4[CH2:23][C@@H:22]4[CH3:24])[C:13]=23)=[CH:25][CH:26]=1. The yield is 0.690. (3) The reactants are C([O-])(O)=O.[Na+].Cl.[NH2:7][C@@H:8]([CH2:24][C:25]1[CH:30]=[CH:29][C:28]([OH:31])=[C:27]([OH:32])[CH:26]=1)[C:9]([O:11][CH2:12][C@H:13]([O:15][C:16]([C:18]1[CH:23]=[CH:22][CH:21]=[CH:20][CH:19]=1)=[O:17])[CH3:14])=[O:10].[CH3:33][S:34]([OH:37])(=[O:36])=[O:35].C(OCC)(=O)C. The catalyst is O. The product is [S:34]([OH:37])(=[O:36])(=[O:35])[CH3:33].[NH2:7][C@@H:8]([CH2:24][C:25]1[CH:30]=[CH:29][C:28]([OH:31])=[C:27]([OH:32])[CH:26]=1)[C:9]([O:11][CH2:12][C@H:13]([O:15][C:16]([C:18]1[CH:23]=[CH:22][CH:21]=[CH:20][CH:19]=1)=[O:17])[CH3:14])=[O:10]. The yield is 1.00. (4) The reactants are [F:1][C:2]1[CH:3]=[C:4]([C:8]([C:10]2[N:19]=[C:18]([NH:20][C:21]3[CH:25]=[C:24]([CH3:26])[NH:23][N:22]=3)[C:17]3[C:12](=[CH:13][CH:14]=[CH:15][CH:16]=3)[N:11]=2)=[O:9])[CH:5]=[CH:6][CH:7]=1.C1COCC1.CO.[BH4-].[Na+].Cl. The catalyst is CS(C)=O. The product is [F:1][C:2]1[CH:3]=[C:4]([CH:8]([C:10]2[N:19]=[C:18]([NH:20][C:21]3[CH:25]=[C:24]([CH3:26])[NH:23][N:22]=3)[C:17]3[C:12](=[CH:13][CH:14]=[CH:15][CH:16]=3)[N:11]=2)[OH:9])[CH:5]=[CH:6][CH:7]=1. The yield is 0.320. (5) The reactants are Cl[C:2]1[C:11]2[C:6](=[C:7]([Br:12])[CH:8]=[CH:9][CH:10]=2)[N:5]=[C:4]([C:13]([F:22])([F:21])[C:14]2[CH:19]=[CH:18][C:17]([F:20])=[CH:16][N:15]=2)[N:3]=1.C(OC([N:30]1[C:34]([CH3:35])=[CH:33][C:32]([NH2:36])=[N:31]1)=O)(C)(C)C.CC(O)=O. The catalyst is CC(N(C)C)=O. The product is [Br:12][C:7]1[CH:8]=[CH:9][CH:10]=[C:11]2[C:6]=1[N:5]=[C:4]([C:13]([F:22])([F:21])[C:14]1[CH:19]=[CH:18][C:17]([F:20])=[CH:16][N:15]=1)[N:3]=[C:2]2[NH:36][C:32]1[CH:33]=[C:34]([CH3:35])[NH:30][N:31]=1. The yield is 0.200.